This data is from Forward reaction prediction with 1.9M reactions from USPTO patents (1976-2016). The task is: Predict the product of the given reaction. (1) Given the reactants [OH:1][C:2]1[C:11]2[C:6](=[CH:7][CH:8]=[CH:9][C:10]=2[Cl:12])[N:5]([CH3:13])[C:4](=[O:14])[C:3]=1[C:15]([OH:17])=O.C(N(C(C)C)CC)(C)C.[CH2:27]([NH:29][C:30]1[CH:35]=[CH:34][CH:33]=[CH:32][CH:31]=1)[CH3:28].S(Cl)(Cl)=O, predict the reaction product. The product is: [CH3:28][CH2:27][N:29]([C:15]([C:3]1[C:4](=[O:14])[N:5]([CH3:13])[C:6]2[CH:7]=[CH:8][CH:9]=[C:10]([Cl:12])[C:11]=2[C:2]=1[OH:1])=[O:17])[C:30]1[CH:31]=[CH:32][CH:33]=[CH:34][CH:35]=1. (2) Given the reactants Br[C:2]1[CH:7]=[CH:6][C:5]([Cl:8])=[CH:4][CH:3]=1.[Li]CCCC.C(OC([N:21]1[CH2:26][CH2:25][C:24]2([CH2:31][CH2:30][C:29](=O)[CH2:28][CH2:27]2)[CH2:23][CH2:22]1)=O)(C)(C)C, predict the reaction product. The product is: [Cl:8][C:5]1[CH:6]=[CH:7][C:2]([C:29]2[CH2:30][CH2:31][C:24]3([CH2:25][CH2:26][NH:21][CH2:22][CH2:23]3)[CH2:27][CH:28]=2)=[CH:3][CH:4]=1.